This data is from Forward reaction prediction with 1.9M reactions from USPTO patents (1976-2016). The task is: Predict the product of the given reaction. (1) Given the reactants N1C=CC=CC=1.[I:7][C:8]1[CH:13]=[CH:12][CH:11]=[CH:10][C:9]=1[CH2:14][S:15](Cl)(=[O:17])=[O:16].[NH2:19][C:20]1[N:29]=[CH:28][CH:27]=[CH:26][C:21]=1[C:22]([O:24][CH3:25])=[O:23], predict the reaction product. The product is: [I:7][C:8]1[CH:13]=[CH:12][CH:11]=[CH:10][C:9]=1[CH2:14][S:15]([NH:19][C:20]1[N:29]=[CH:28][CH:27]=[CH:26][C:21]=1[C:22]([O:24][CH3:25])=[O:23])(=[O:17])=[O:16]. (2) Given the reactants [C:1]([NH:4][C:5]1[CH:13]=[C:12]([C:14]2[C:19]([C:20]([F:23])([F:22])[F:21])=[CH:18][CH:17]=[CH:16][N:15]=2)[CH:11]=[CH:10][C:6]=1[C:7]([NH2:9])=[O:8])(=O)[CH3:2], predict the reaction product. The product is: [CH3:2][C:1]1[N:9]=[C:7]([OH:8])[C:6]2[C:5](=[CH:13][C:12]([C:14]3[C:19]([C:20]([F:23])([F:22])[F:21])=[CH:18][CH:17]=[CH:16][N:15]=3)=[CH:11][CH:10]=2)[N:4]=1. (3) Given the reactants C(N(CC)C(C1C=C(C2C=NN(CCCO)C=2)C=CC=1NC1C(C(F)(F)F)=CN=C(NC2C=CC(CP(=O)(O)OCC)=CC=2OC)N=1)=O)C.[OH:50][CH2:51][CH2:52][CH2:53][N:54]1[C:58]([CH3:59])=[C:57]([C:60]2[N:65]=[C:64]([C:66](=[O:69])[NH:67][CH3:68])[C:63]([NH:70][C:71]3[C:76]([C:77]([F:80])([F:79])[F:78])=[CH:75][N:74]=[C:73]([NH:81][C:82]4[CH:96]=[CH:95][C:85]([CH2:86][P:87](=[O:94])([O:91]CC)[O:88][CH2:89][CH3:90])=[CH:84][C:83]=4[O:97][CH3:98])[N:72]=3)=[CH:62][CH:61]=2)[CH:56]=[N:55]1, predict the reaction product. The product is: [OH:50][CH2:51][CH2:52][CH2:53][N:54]1[C:58]([CH3:59])=[C:57]([C:60]2[N:65]=[C:64]([C:66](=[O:69])[NH:67][CH3:68])[C:63]([NH:70][C:71]3[C:76]([C:77]([F:80])([F:78])[F:79])=[CH:75][N:74]=[C:73]([NH:81][C:82]4[CH:96]=[CH:95][C:85]([CH2:86][P:87](=[O:91])([OH:94])[O:88][CH2:89][CH3:90])=[CH:84][C:83]=4[O:97][CH3:98])[N:72]=3)=[CH:62][CH:61]=2)[CH:56]=[N:55]1. (4) Given the reactants C[O-].[Na+].[F:4][C:5]1[C:6]([O:14][CH3:15])=[C:7]([C:11](=[NH:13])[NH2:12])[CH:8]=[CH:9][CH:10]=1.[C:16]([CH:19]([CH2:24][CH:25]([CH3:27])[CH3:26])[C:20](OC)=[O:21])(=O)[CH3:17], predict the reaction product. The product is: [F:4][C:5]1[C:6]([O:14][CH3:15])=[C:7]([C:11]2[NH:12][C:16]([CH3:17])=[C:19]([CH2:24][CH:25]([CH3:27])[CH3:26])[C:20](=[O:21])[N:13]=2)[CH:8]=[CH:9][CH:10]=1. (5) Given the reactants [C:1]([NH:7][C:8]1([C:13]([OH:15])=O)[CH2:12][CH2:11][CH2:10][CH2:9]1)(=[O:6])[CH2:2][CH2:3][CH2:4][CH3:5].[NH2:16][CH2:17][C:18]1[CH:23]=[CH:22][C:21]([C:24]2[CH:31]=[CH:30][CH:29]=[CH:28][C:25]=2[C:26]#[N:27])=[CH:20][CH:19]=1.O1CCCC1, predict the reaction product. The product is: [C:26]([C:25]1[CH:28]=[CH:29][CH:30]=[CH:31][C:24]=1[C:21]1[CH:20]=[CH:19][C:18]([CH2:17][NH:16][C:13]([C:8]2([NH:7][C:1](=[O:6])[CH2:2][CH2:3][CH2:4][CH3:5])[CH2:9][CH2:10][CH2:11][CH2:12]2)=[O:15])=[CH:23][CH:22]=1)#[N:27]. (6) The product is: [CH3:1][N:2]1[CH2:25][CH2:24][C:5]2[N:6]([CH2:14][C:15]([C:18]3[CH:19]=[N:20][CH:21]=[CH:22][CH:23]=3)([OH:16])[CH2:17][OH:27])[C:7]3[CH:8]=[CH:9][C:10]([CH3:13])=[CH:11][C:12]=3[C:4]=2[CH2:3]1. Given the reactants [CH3:1][N:2]1[CH2:25][CH2:24][C:5]2[N:6]([CH2:14][C:15]3([C:18]4[CH:19]=[N:20][CH:21]=[CH:22][CH:23]=4)[CH2:17][O:16]3)[C:7]3[CH:8]=[CH:9][C:10]([CH3:13])=[CH:11][C:12]=3[C:4]=2[CH2:3]1.C(=O)(O)[O-:27].[Na+], predict the reaction product. (7) Given the reactants [CH2:1]([O:8][C:9]1[C:14]([CH3:15])=[CH:13][C:12]([CH2:16][OH:17])=[C:11]([CH3:18])[CH:10]=1)[C:2]1[CH:7]=[CH:6][CH:5]=[CH:4][CH:3]=1.C(N(C(C)C)C(C)C)C.[C:28](OC(=O)C)(=[O:30])[CH3:29], predict the reaction product. The product is: [CH2:1]([O:8][C:9]1[C:14]([CH3:15])=[CH:13][C:12]([CH2:16][O:17][C:28](=[O:30])[CH3:29])=[C:11]([CH3:18])[CH:10]=1)[C:2]1[CH:7]=[CH:6][CH:5]=[CH:4][CH:3]=1. (8) Given the reactants C1(P(C2CCCCC2)C2C=CC=CC=2C2C(C(C)C)=CC(C(C)C)=CC=2C(C)C)CCCCC1.[O:35]1[CH2:40][CH2:39][N:38]([C:41]2[CH:42]=[C:43]([NH2:47])[CH:44]=[N:45][CH:46]=2)[CH2:37][CH2:36]1.Cl[C:49]1[C:58]2[C:53](=[CH:54][C:55]([F:60])=[CH:56][C:57]=2[F:59])[N:52]=[C:51]([C:61]2[CH:62]=[N:63][CH:64]=[C:65]([O:67][CH3:68])[CH:66]=2)[C:50]=1[CH3:69].CC(C)([O-])C.[Na+], predict the reaction product. The product is: [F:59][C:57]1[CH:56]=[C:55]([F:60])[CH:54]=[C:53]2[C:58]=1[C:49]([NH:47][C:43]1[CH:44]=[N:45][CH:46]=[C:41]([N:38]3[CH2:39][CH2:40][O:35][CH2:36][CH2:37]3)[CH:42]=1)=[C:50]([CH3:69])[C:51]([C:61]1[CH:62]=[N:63][CH:64]=[C:65]([O:67][CH3:68])[CH:66]=1)=[N:52]2. (9) Given the reactants Br[C:2]1[CH:3]=[C:4]([NH:8][C:9](=[O:24])[C:10]2[CH:15]=[CH:14][CH:13]=[C:12]([O:16][Si](C(C)(C)C)(C)C)[CH:11]=2)[CH:5]=[N:6][CH:7]=1.[OH:25][C:26]1[CH:27]=[C:28](B(O)O)[CH:29]=[CH:30][CH:31]=1.C([O-])(O)=O.[Na+].C1(P(C2C=CC=CC=2)C2C=CC=CC=2)C=CC=CC=1, predict the reaction product. The product is: [OH:16][C:12]1[CH:11]=[C:10]([CH:15]=[CH:14][CH:13]=1)[C:9]([NH:8][C:4]1[CH:5]=[N:6][CH:7]=[C:2]([C:30]2[CH:29]=[CH:28][CH:27]=[C:26]([OH:25])[CH:31]=2)[CH:3]=1)=[O:24]. (10) Given the reactants Cl.[CH3:2][C:3]1[C:7]2[N:8]=[C:9]([C:18]3[CH:19]=[N:20][C:21]([NH2:24])=[N:22][CH:23]=3)[N:10]=[C:11]([N:12]3[CH2:17][CH2:16][O:15][CH2:14][CH2:13]3)[C:6]=2[S:5][C:4]=1[CH2:25][N:26]1[CH2:31][CH2:30][NH:29][CH2:28][CH2:27]1.[OH:32][C:33]([CH3:38])([CH3:37])[C:34](O)=[O:35], predict the reaction product. The product is: [NH2:24][C:21]1[N:20]=[CH:19][C:18]([C:9]2[N:10]=[C:11]([N:12]3[CH2:13][CH2:14][O:15][CH2:16][CH2:17]3)[C:6]3[S:5][C:4]([CH2:25][N:26]4[CH2:31][CH2:30][N:29]([C:34](=[O:35])[C:33]([OH:32])([CH3:38])[CH3:37])[CH2:28][CH2:27]4)=[C:3]([CH3:2])[C:7]=3[N:8]=2)=[CH:23][N:22]=1.